Dataset: Catalyst prediction with 721,799 reactions and 888 catalyst types from USPTO. Task: Predict which catalyst facilitates the given reaction. (1) Reactant: [C:1]1([C:11]2[CH:16]=[CH:15][CH:14]=[CH:13][CH:12]=2)[CH:6]=[CH:5][CH:4]=[CH:3][C:2]=1[C:7](=[O:10])[CH2:8]O.[N:17]#[C:18][NH2:19]. Product: [C:1]1([C:11]2[CH:16]=[CH:15][CH:14]=[CH:13][CH:12]=2)[CH:6]=[CH:5][CH:4]=[CH:3][C:2]=1[C:7]1[O:10][C:18]([NH2:19])=[N:17][CH:8]=1. The catalyst class is: 9. (2) Reactant: [CH3:1][C:2]([CH3:26])([CH3:25])[C@H:3]([N:11]1[CH2:15][CH2:14][N:13]([CH2:16][C:17]2[CH:22]=[CH:21][CH:20]=[C:19]([CH3:23])[N:18]=2)[C:12]1=[O:24])[C:4]([O:6]C(C)(C)C)=[O:5].FC(F)(F)C(O)=O. Product: [CH3:1][C:2]([CH3:26])([CH3:25])[C@H:3]([N:11]1[CH2:15][CH2:14][N:13]([CH2:16][C:17]2[CH:22]=[CH:21][CH:20]=[C:19]([CH3:23])[N:18]=2)[C:12]1=[O:24])[C:4]([OH:6])=[O:5]. The catalyst class is: 4. (3) Reactant: [Br:1]N1C(=O)CCC1=O.[Br:9][C:10]1[CH:11]2[CH2:18][CH:14]([CH:15]([Br:17])[CH:16]=1)[CH2:13][CH2:12]2. Product: [Br:9][C:10]1[CH:11]2[CH2:18][CH:14]([C:15]([Br:1])([Br:17])[CH:16]=1)[CH2:13][CH2:12]2. The catalyst class is: 81. (4) Reactant: C([N:4]1[C:12]2[C:7](=[CH:8][C:9]([N+:13]([O-:15])=[O:14])=[CH:10][CH:11]=2)[C:6](=[C:16](OCC)[C:17]2[CH:22]=[CH:21][CH:20]=[CH:19][CH:18]=2)[C:5]1=[O:26])(=O)C.[CH3:27][N:28]([CH3:38])[CH2:29][CH2:30][C:31]1[CH:37]=[CH:36][C:34]([NH2:35])=[CH:33][CH:32]=1.[OH-].[Na+]. Product: [CH3:38][N:28]([CH3:27])[CH2:29][CH2:30][C:31]1[CH:37]=[CH:36][C:34]([NH:35]/[C:16](=[C:6]2\[C:5](=[O:26])[NH:4][C:12]3[C:7]\2=[CH:8][C:9]([N+:13]([O-:15])=[O:14])=[CH:10][CH:11]=3)/[C:17]2[CH:18]=[CH:19][CH:20]=[CH:21][CH:22]=2)=[CH:33][CH:32]=1. The catalyst class is: 121.